Dataset: Retrosynthesis with 50K atom-mapped reactions and 10 reaction types from USPTO. Task: Predict the reactants needed to synthesize the given product. (1) Given the product CC(=O)CNC(=O)OC(C)(C)C, predict the reactants needed to synthesize it. The reactants are: CON(C)C(=O)CNC(=O)OC(C)(C)C. (2) Given the product COC(=O)Cc1cncc(-c2ccc(C(F)(F)F)cc2)c1, predict the reactants needed to synthesize it. The reactants are: COC(=O)Cc1cncc(Br)c1.OB(O)c1ccc(C(F)(F)F)cc1. (3) Given the product CCOc1cc2ncc(C#N)c(Nc3cccc(Br)c3)c2cc1N, predict the reactants needed to synthesize it. The reactants are: CCOc1cc2ncc(C#N)c(Nc3cccc(Br)c3)c2cc1[N+](=O)[O-]. (4) Given the product CNc1ncc(CN2CC(c3cc(F)cc(F)c3F)CC2=O)s1, predict the reactants needed to synthesize it. The reactants are: CN.O=C1CC(c2cc(F)cc(F)c2F)CN1Cc1cnc(Cl)s1. (5) Given the product CCC1CNC(=O)N1c1ccc(C(=O)N2CCN(c3ncc(C)cc3C)CC2)cc1, predict the reactants needed to synthesize it. The reactants are: CCC1CN(Cc2ccc(OC)cc2)C(=O)N1c1ccc(C(=O)N2CCN(c3ncc(C)cc3C)CC2)cc1.